From a dataset of Forward reaction prediction with 1.9M reactions from USPTO patents (1976-2016). Predict the product of the given reaction. (1) Given the reactants Br[CH2:2][C:3]1[CH:4]=[CH:5][C:6]2[C:7]([CH:11]=1)=[N:8][S:9][N:10]=2.C(O)C.[C-:15]#[N:16].[K+], predict the reaction product. The product is: [N:10]1[S:9][N:8]=[C:7]2[CH:11]=[C:3]([CH2:2][C:15]#[N:16])[CH:4]=[CH:5][C:6]=12. (2) Given the reactants [NH2:1][CH2:2][C@H:3]1[C@@H:7]([OH:8])[CH2:6][N:5]([CH2:9][CH2:10][N:11]2[C:20]3[C:15](=[CH:16][CH:17]=[C:18]([F:21])[CH:19]=3)[CH:14]=[CH:13][C:12]2=[O:22])[CH2:4]1.[O:23]=[C:24]1[CH2:29][S:28][C:27]2[CH:30]=[CH:31][C:32]([CH:34]=O)=[N:33][C:26]=2[NH:25]1.C(O[BH-](OC(=O)C)OC(=O)C)(=O)C.[Na+].[ClH:50].C1(N)C(F)=C(F)C(F)=C(N)C=1F.Cl.Cl, predict the reaction product. The product is: [ClH:50].[ClH:50].[F:21][C:18]1[CH:19]=[C:20]2[C:15]([CH:14]=[CH:13][C:12](=[O:22])[N:11]2[CH2:10][CH2:9][N:5]2[CH2:6][C@H:7]([OH:8])[C@H:3]([CH2:2][NH:1][CH2:34][C:32]3[CH:31]=[CH:30][C:27]4[S:28][CH2:29][C:24](=[O:23])[NH:25][C:26]=4[N:33]=3)[CH2:4]2)=[CH:16][CH:17]=1. (3) Given the reactants [ClH:1].[OH:2][C@@H:3]([CH2:19][N:20]([C:25]1[CH:30]=[CH:29][C:28]([O:31][CH2:32][C:33]([O:35]CC)=[O:34])=[CH:27][CH:26]=1)[CH2:21][CH:22]([CH3:24])[CH3:23])[CH2:4][O:5][C:6]1[C:18]2[C:17]3[C:12](=[CH:13][CH:14]=[CH:15][CH:16]=3)[NH:11][C:10]=2[CH:9]=[CH:8][CH:7]=1.[OH-].[Na+].Cl, predict the reaction product. The product is: [ClH:1].[OH:2][C@@H:3]([CH2:19][N:20]([C:25]1[CH:26]=[CH:27][C:28]([O:31][CH2:32][C:33]([OH:35])=[O:34])=[CH:29][CH:30]=1)[CH2:21][CH:22]([CH3:24])[CH3:23])[CH2:4][O:5][C:6]1[C:18]2[C:17]3[C:12](=[CH:13][CH:14]=[CH:15][CH:16]=3)[NH:11][C:10]=2[CH:9]=[CH:8][CH:7]=1. (4) Given the reactants [CH3:1][O:2][C:3]1[CH:8]=[CH:7][C:6]([CH:9](C(OCC)=O)[C:10]([O:12][CH2:13][CH3:14])=[O:11])=[C:5]([N+:20]([O-:22])=[O:21])[CH:4]=1.O[Li].O.O, predict the reaction product. The product is: [CH3:1][O:2][C:3]1[CH:8]=[CH:7][C:6]([CH2:9][C:10]([O:12][CH2:13][CH3:14])=[O:11])=[C:5]([N+:20]([O-:22])=[O:21])[CH:4]=1. (5) Given the reactants [H-].[H-].[H-].[H-].[Li+].[Al+3].[CH:7]1[C:15]2[N:14]3[C:16]([C@@H:19]4[C@H:23]([CH3:24])[CH2:22][C@H:21]([NH:25][CH:26]=O)[CH2:20]4)=[CH:17][N:18]=[C:13]3[CH:12]=[N:11][C:10]=2[NH:9][CH:8]=1, predict the reaction product. The product is: [CH:7]1[C:15]2[N:14]3[C:16]([C@@H:19]4[C@H:23]([CH3:24])[CH2:22][C@H:21]([NH:25][CH3:26])[CH2:20]4)=[CH:17][N:18]=[C:13]3[CH:12]=[N:11][C:10]=2[NH:9][CH:8]=1. (6) The product is: [CH3:1][C:2]1[CH:7]=[C:6]([CH3:8])[CH:5]=[CH:4][C:3]=1[N:9]1[CH2:14][CH2:13][N:12]([C:15]([C:17]2[CH:22]=[CH:21][C:20]([N:25]3[CH2:26][CH2:27][S:24]3(=[O:29])=[O:28])=[CH:19][CH:18]=2)=[O:16])[CH2:11][CH2:10]1. Given the reactants [CH3:1][C:2]1[CH:7]=[C:6]([CH3:8])[CH:5]=[CH:4][C:3]=1[N:9]1[CH2:14][CH2:13][N:12]([C:15]([C:17]2[CH:22]=[CH:21][C:20](I)=[CH:19][CH:18]=2)=[O:16])[CH2:11][CH2:10]1.[S:24]1(=[O:29])(=[O:28])[CH2:27][CH2:26][NH:25]1, predict the reaction product. (7) Given the reactants Cl.[Cl:2][C:3]1[C:8]([Cl:9])=[CH:7][CH:6]=[CH:5][C:4]=1[N:10]1[CH2:15][CH2:14][NH:13][CH2:12][CH2:11]1.N.C(=O)([O-])[O-].[K+].[K+].Br[CH2:24][CH2:25][CH2:26][CH2:27][N:28]1[C:37]2[C:32](=[CH:33][CH:34]=[CH:35][CH:36]=2)[CH2:31][CH2:30][C:29]1=[O:38], predict the reaction product. The product is: [Cl:2][C:3]1[C:8]([Cl:9])=[CH:7][CH:6]=[CH:5][C:4]=1[N:10]1[CH2:15][CH2:14][N:13]([CH2:24][CH2:25][CH2:26][CH2:27][N:28]2[C:37]3[C:32](=[CH:33][CH:34]=[CH:35][CH:36]=3)[CH2:31][CH2:30][C:29]2=[O:38])[CH2:12][CH2:11]1. (8) Given the reactants O1CCCCC1N1C2C3C=CC=CC=3N(CC(F)(F)F)C(=O)C=2C=N1.[F:26][CH:27]1[CH2:31][CH2:30][N:29]([C:32]2[C:37]([C:38]3[CH:39]=[CH:40][C:41]4[C:42]5[NH:56][N:55](C6CCCCO6)[CH2:54][C:43]=5[C:44](=[O:53])[N:45]([CH2:48][C:49]([F:52])([F:51])[F:50])[C:46]=4[CH:47]=3)=[CH:36][CH:35]=[CH:34][N:33]=2)[CH2:28]1.[ClH:63], predict the reaction product. The product is: [ClH:63].[F:26][CH:27]1[CH2:31][CH2:30][N:29]([C:32]2[C:37]([C:38]3[CH:39]=[CH:40][C:41]4[C:42]5[NH:56][N:55]=[CH:54][C:43]=5[C:44](=[O:53])[N:45]([CH2:48][C:49]([F:52])([F:51])[F:50])[C:46]=4[CH:47]=3)=[CH:36][CH:35]=[CH:34][N:33]=2)[CH2:28]1. (9) Given the reactants CC(OC(/N=N/C(OC(C)C)=O)=O)C.[NH2:15][C:16]1[N:20]([C:21]2[CH:22]=[C:23]([OH:27])[CH:24]=[CH:25][CH:26]=2)[N:19]=[C:18]([C:28]([CH3:31])([CH3:30])[CH3:29])[CH:17]=1.[O:32]1[CH2:37][CH2:36][CH2:35][CH2:34][CH:33]1[O:38][CH2:39][CH2:40]O.C1C=CC(P(C2C=CC=CC=2)C2C=CC=CC=2)=CC=1, predict the reaction product. The product is: [C:28]([C:18]1[CH:17]=[C:16]([NH2:15])[N:20]([C:21]2[CH:26]=[CH:25][CH:24]=[C:23]([O:27][CH2:40][CH2:39][O:38][CH:33]3[CH2:34][CH2:35][CH2:36][CH2:37][O:32]3)[CH:22]=2)[N:19]=1)([CH3:31])([CH3:30])[CH3:29].